This data is from Full USPTO retrosynthesis dataset with 1.9M reactions from patents (1976-2016). The task is: Predict the reactants needed to synthesize the given product. (1) Given the product [C:14]([CH:16]([CH2:10][C:9]([C:6]1[CH:7]=[CH:8][C:3]([O:2][CH3:1])=[CH:4][CH:5]=1)=[O:11])[C:17]([O:19][CH2:20][CH3:21])=[O:18])#[N:15], predict the reactants needed to synthesize it. The reactants are: [CH3:1][O:2][C:3]1[CH:8]=[CH:7][C:6]([C:9](=[O:11])[CH3:10])=[CH:5][CH:4]=1.BrBr.[C:14]([CH2:16][C:17]([O:19][CH2:20][CH3:21])=[O:18])#[N:15].C(=O)([O-])[O-].[K+].[K+]. (2) Given the product [O:14]1[CH2:19][CH2:18][O:17][CH:13]1[C:5]1[S:4][C:3]([CH2:1][CH3:2])=[C:7]([C:8]([O:10][CH2:11][CH3:12])=[O:9])[CH:6]=1, predict the reactants needed to synthesize it. The reactants are: [CH2:1]([C:3]1[S:4][C:5]([CH:13]=[O:14])=[CH:6][C:7]=1[C:8]([O:10][CH2:11][CH3:12])=[O:9])[CH3:2].C[Si](C)(C)[O:17][CH2:18][CH2:19]O[Si](C)(C)C.C(Cl)Cl.FC(F)(F)S(O[Si](C)(C)C)(=O)=O.